Dataset: Reaction yield outcomes from USPTO patents with 853,638 reactions. Task: Predict the reaction yield, written as a fraction of the theoretical maximum amount of product (1.0 means a 100% yield; for example, 0.34 means a 34% yield). The reactants are [NH2:1][C:2]1[C:3]([C:29]([O:31]CC)=O)=[N:4][C:5]([C:13]2[CH:18]=[CH:17][CH:16]=[C:15]([C:19]#[C:20][C@:21]3([OH:28])[CH2:25][CH2:24][N:23]([CH3:26])[C:22]3=[O:27])[CH:14]=2)=[N:6][C:7]=1[O:8][CH:9]1[CH2:12][O:11][CH2:10]1.[NH3:34]. No catalyst specified. The product is [NH2:1][C:2]1[C:3]([C:29]([NH2:34])=[O:31])=[N:4][C:5]([C:13]2[CH:18]=[CH:17][CH:16]=[C:15]([C:19]#[C:20][C@:21]3([OH:28])[CH2:25][CH2:24][N:23]([CH3:26])[C:22]3=[O:27])[CH:14]=2)=[N:6][C:7]=1[O:8][CH:9]1[CH2:10][O:11][CH2:12]1. The yield is 0.170.